This data is from Peptide-MHC class I binding affinity with 185,985 pairs from IEDB/IMGT. The task is: Regression. Given a peptide amino acid sequence and an MHC pseudo amino acid sequence, predict their binding affinity value. This is MHC class I binding data. The peptide sequence is DGAEGINPY. The MHC is HLA-B39:01 with pseudo-sequence HLA-B39:01. The binding affinity (normalized) is 0.0847.